This data is from Full USPTO retrosynthesis dataset with 1.9M reactions from patents (1976-2016). The task is: Predict the reactants needed to synthesize the given product. (1) Given the product [CH3:8][S:7]([C:6]1[N:2]([CH3:1])[N:3]=[C:4]([C:9]([F:12])([F:11])[F:10])[CH:5]=1)(=[O:18])=[O:15], predict the reactants needed to synthesize it. The reactants are: [CH3:1][N:2]1[C:6]([S:7][CH3:8])=[CH:5][C:4]([C:9]([F:12])([F:11])[F:10])=[N:3]1.OO.[OH2:15].C(O)(=[O:18])C. (2) Given the product [CH:9]([C@H:8]1[O:11][C:23]([CH3:25])([CH3:24])[N:12]([C:13](=[O:20])[C:14]2[CH:15]=[CH:16][CH:17]=[CH:18][CH:19]=2)[C@H:7]1[C:1]1[CH:2]=[CH:3][CH:4]=[CH:5][CH:6]=1)=[CH2:10], predict the reactants needed to synthesize it. The reactants are: [C:1]1([C@H:7]([NH:12][C:13](=[O:20])[C:14]2[CH:19]=[CH:18][CH:17]=[CH:16][CH:15]=2)[C@H:8]([OH:11])[CH:9]=[CH2:10])[CH:6]=[CH:5][CH:4]=[CH:3][CH:2]=1.CO[C:23]([CH3:25])=[CH2:24].C1(C)C=CC(S([O-])(=O)=O)=CC=1.[NH+]1C=CC=CC=1. (3) The reactants are: [Cl:1][C:2]1[C:11]2[C:6](=[CH:7][CH:8]=[CH:9][CH:10]=2)[C:5]([C:12]2[CH:17]=[CH:16][CH:15]=[C:14]([F:18])[CH:13]=2)=[C:4]([C:19](=O)[CH3:20])[CH:3]=1.C([O-])(=O)C.[NH4+].C([BH3-])#[N:28].[Na+]. Given the product [Cl:1][C:2]1[C:11]2[C:6](=[CH:7][CH:8]=[CH:9][CH:10]=2)[C:5]([C:12]2[CH:17]=[CH:16][CH:15]=[C:14]([F:18])[CH:13]=2)=[C:4]([CH:19]([NH2:28])[CH3:20])[CH:3]=1, predict the reactants needed to synthesize it. (4) Given the product [CH:1]1([NH:5][C:6]([NH:7][C:8]2[CH:9]=[CH:10][C:11]([C:12]([N:14]3[CH2:15][CH2:16][NH:17][CH2:18][CH2:19]3)=[O:13])=[CH:27][CH:28]=2)=[O:29])[CH2:4][CH2:3][CH2:2]1, predict the reactants needed to synthesize it. The reactants are: [CH:1]1([NH:5][C:6](=[O:29])[NH:7][C:8]2[CH:28]=[CH:27][C:11]([C:12]([N:14]3[CH2:19][CH2:18][N:17](C(OC(C)(C)C)=O)[CH2:16][CH2:15]3)=[O:13])=[CH:10][CH:9]=2)[CH2:4][CH2:3][CH2:2]1.FC(F)(F)C(O)=O.C(=O)([O-])O.[Na+]. (5) The reactants are: [OH:1][C@H:2]1[CH2:19][CH2:18][C@:17]2([CH3:20])[C@H:4]([C:5](=[CH2:29])[CH2:6][C@H:7]3[C@H:16]2[CH2:15][CH2:14][C@:12]2([CH3:13])[C@@H:8]3[CH2:9][C:10](=[CH:22][C:23]3[CH:28]=[CH:27][CH:26]=[CH:25][CH:24]=3)[C:11]2=[O:21])[CH2:3]1.O.[BH4-].[Na+].CC(O)=O. Given the product [CH2:29]=[C:5]1[C@H:4]2[C@@:17]([CH3:20])([CH2:18][CH2:19][C@H:2]([OH:1])[CH2:3]2)[C@H:16]2[C@@H:7]([C@@H:8]3[C@:12]([CH2:14][CH2:15]2)([CH3:13])[C@H:11]([OH:21])[C:10](=[CH:22][C:23]2[CH:24]=[CH:25][CH:26]=[CH:27][CH:28]=2)[CH2:9]3)[CH2:6]1, predict the reactants needed to synthesize it. (6) Given the product [C:1]([C:3]1[CH:4]=[CH:5][C:6]([C@@H:13]2[C:18]([C:19]#[N:20])=[C:17]([CH3:21])[N:16]([C:22]3[CH:27]=[CH:26][CH:25]=[C:24]([C:28]([F:31])([F:30])[F:29])[CH:23]=3)[C:15](=[O:32])[NH:14]2)=[C:7]([S:9]([N:34]([CH3:35])[CH3:33])(=[O:11])=[O:10])[CH:8]=1)#[N:2], predict the reactants needed to synthesize it. The reactants are: [C:1]([C:3]1[CH:4]=[CH:5][C:6]([C@@H:13]2[C:18]([C:19]#[N:20])=[C:17]([CH3:21])[N:16]([C:22]3[CH:27]=[CH:26][CH:25]=[C:24]([C:28]([F:31])([F:30])[F:29])[CH:23]=3)[C:15](=[O:32])[NH:14]2)=[C:7]([S:9](Cl)(=[O:11])=[O:10])[CH:8]=1)#[N:2].[CH3:33][NH:34][CH3:35].C(O)C. (7) Given the product [NH2:2][C@:3]([CH3:27])([CH2:6][CH2:7][CH2:8][C:9]1[CH:14]=[CH:13][C:12]([S:15][C:16]2[CH:21]=[CH:20][CH:19]=[C:18]([C:22]([F:25])([F:23])[F:24])[CH:17]=2)=[CH:11][C:10]=1[Cl:26])[CH2:4][OH:5], predict the reactants needed to synthesize it. The reactants are: Cl.[NH2:2][C@:3]([CH3:27])([CH2:6][CH2:7][CH2:8][C:9]1[CH:14]=[CH:13][C:12]([S:15][C:16]2[CH:21]=[CH:20][CH:19]=[C:18]([C:22]([F:25])([F:24])[F:23])[CH:17]=2)=[CH:11][C:10]=1[Cl:26])[CH2:4][OH:5].C(=O)([O-])O.[Na+]. (8) Given the product [CH3:47][N:4]([CH3:1])[C:5]1[CH:10]=[CH:9][C:8]([NH:11][C:12]([C:14]2[CH:15]=[C:16]([CH:24]=[CH:25][CH:26]=2)[CH2:17][S:18][CH2:19][CH2:20][C:21]([OH:23])=[O:22])=[O:13])=[C:7]([C:27]2[CH:32]=[C:31]([C:33](=[O:46])[NH:34][CH2:35][C:36]3[CH:41]=[CH:40][CH:39]=[C:38]([C:42]([F:45])([F:44])[F:43])[CH:37]=3)[CH:30]=[CH:29][N:28]=2)[CH:6]=1, predict the reactants needed to synthesize it. The reactants are: [CH2:1]([N:4]([CH2:47]CC)[C:5]1[CH:10]=[CH:9][C:8]([NH:11][C:12]([C:14]2[CH:15]=[C:16]([CH:24]=[CH:25][CH:26]=2)[CH2:17][S:18][CH2:19][CH2:20][C:21]([OH:23])=[O:22])=[O:13])=[C:7]([C:27]2[CH:32]=[C:31]([C:33](=[O:46])[NH:34][CH2:35][C:36]3[CH:41]=[CH:40][CH:39]=[C:38]([C:42]([F:45])([F:44])[F:43])[CH:37]=3)[CH:30]=[CH:29][N:28]=2)[CH:6]=1)CC.CNC. (9) Given the product [CH3:27][S:13][C:11]1[C:8]2[CH2:7][CH2:6][C:5]3[O:1][CH:2]=[CH:3][C:4]=3[C:9]=2[N:22]=[C:23]([NH2:25])[N:24]=1, predict the reactants needed to synthesize it. The reactants are: [O:1]1[C:5]2[CH2:6][CH2:7][CH2:8][C:9](=O)[C:4]=2[CH:3]=[CH:2]1.[C:11](=[S:13])=S.IC.[H-].[Na+].[N+]([O-])(O)=O.[NH2:22][C:23]([NH2:25])=[NH:24].[O-][CH2:27]C.[Na+]. (10) The reactants are: [N:1]1[O:2][N:3]=[C:4]2[CH2:9][CH2:8][C:7]3[S:10][C:11]([NH:13][C:14]([CH:16]4[C:18]([CH3:20])([CH3:19])[C:17]4([CH3:22])[CH3:21])=[O:15])=[N:12][C:6]=3[C:5]=12.CC(C)([O-])C.[K+].[CH3:29][O:30][CH2:31][CH2:32]Br. Given the product [CH3:29][O:30][CH2:31][CH2:32][N:12]1[C:6]2[C:5]3=[N:1][O:2][N:3]=[C:4]3[CH2:9][CH2:8][C:7]=2[S:10]/[C:11]/1=[N:13]\[C:14]([CH:16]1[C:18]([CH3:20])([CH3:19])[C:17]1([CH3:22])[CH3:21])=[O:15], predict the reactants needed to synthesize it.